From a dataset of Forward reaction prediction with 1.9M reactions from USPTO patents (1976-2016). Predict the product of the given reaction. (1) Given the reactants CO[C:3](=[O:26])[CH:4]([C:9]1[N:13]2[CH:14]=[C:15]([CH3:18])[CH:16]=[CH:17][C:12]2=[N:11][C:10]=1[C:19]1[CH:24]=[CH:23][C:22]([CH3:25])=[CH:21][CH:20]=1)[CH2:5][CH2:6][CH:7]=O.[CH3:27][NH2:28].[BH4-].[Na+].O, predict the reaction product. The product is: [CH3:27][N:28]1[CH2:7][CH2:6][CH2:5][CH:4]([C:9]2[N:13]3[CH:14]=[C:15]([CH3:18])[CH:16]=[CH:17][C:12]3=[N:11][C:10]=2[C:19]2[CH:24]=[CH:23][C:22]([CH3:25])=[CH:21][CH:20]=2)[C:3]1=[O:26]. (2) Given the reactants Cl[CH2:2][CH2:3][CH2:4][C:5]([C:11]1[CH:16]=[CH:15][C:14]([O:17][CH3:18])=[C:13]([O:19][CH3:20])[CH:12]=1)([CH:8]([CH3:10])[CH3:9])[C:6]#[N:7].C(=O)([O-])[O-].[K+].[K+].[CH2:27]([NH:29][CH2:30][CH3:31])[CH3:28].[I-].[Na+], predict the reaction product. The product is: [CH3:20][O:19][C:13]1[CH:12]=[C:11]([C:5]([CH:8]([CH3:10])[CH3:9])([CH2:4][CH2:3][CH2:2][N:29]([CH2:30][CH3:31])[CH2:27][CH3:28])[C:6]#[N:7])[CH:16]=[CH:15][C:14]=1[O:17][CH3:18]. (3) The product is: [CH3:40][CH:34]([C:35]([O:37][C:18]1[CH:19]=[CH:20][C:46]([CH2:48][OH:49])=[CH:47][C:17]=1[C@@H:10]([C:11]1[CH:16]=[CH:15][CH:14]=[CH:13][CH:12]=1)[CH2:9][CH2:8][N:4]([CH:5]([CH3:6])[CH3:7])[CH:1]([CH3:3])[CH3:2])=[O:36])[CH3:33].[CH:33](/[C:32]([OH:39])=[O:38])=[CH:34]\[C:35]([OH:37])=[O:36]. Given the reactants [CH:1]([N:4]([CH2:8][CH2:9][C@@H:10]([C:17]1C=C(Br)[CH:20]=[CH:19][C:18]=1OCC1C=CC=CC=1)[C:11]1[CH:16]=[CH:15][CH:14]=[CH:13][CH:12]=1)[CH:5]([CH3:7])[CH3:6])([CH3:3])[CH3:2].[C:32]([OH:39])(=[O:38])/[CH:33]=[CH:34]/[C:35]([OH:37])=[O:36].[CH2:40]1CCCCC1.[CH2:46]([C:48](C)=[O:49])[CH3:47], predict the reaction product. (4) The product is: [O:51]=[C:49]1[NH:48][C:47](=[O:52])[CH:46]([CH2:45][C:44]2[CH:43]=[CH:42][C:41]([O:40][CH2:39][C:37]3[N:36]([CH3:55])[C:35]4[CH:56]=[C:31]([O:30][C:29]5[CH:57]=[CH:58][C:26]([NH:25][C:20]([CH:14]6[CH2:15][CH2:16][CH2:17][CH2:18][CH2:19]6)=[O:22])=[CH:27][CH:28]=5)[CH:32]=[CH:33][C:34]=4[N:38]=3)=[CH:54][CH:53]=2)[S:50]1. Given the reactants C(N(CC)CC)C.ClC(OCC)=O.[CH:14]1([C:20]([OH:22])=O)[CH2:19][CH2:18][CH2:17][CH2:16][CH2:15]1.Cl.Cl.[NH2:25][C:26]1[CH:58]=[CH:57][C:29]([O:30][C:31]2[CH:32]=[CH:33][C:34]3[N:38]=[C:37]([CH2:39][O:40][C:41]4[CH:54]=[CH:53][C:44]([CH2:45][CH:46]5[S:50][C:49](=[O:51])[NH:48][C:47]5=[O:52])=[CH:43][CH:42]=4)[N:36]([CH3:55])[C:35]=3[CH:56]=2)=[CH:28][CH:27]=1, predict the reaction product. (5) Given the reactants [H-].[H-].[H-].[H-].[Li+].[Al+3].[C:7]([O:11][C:12]([NH:14][C:15]1[CH:16]=[CH:17][C:18]([CH2:21][C:22](OCC)=[O:23])=[N:19][CH:20]=1)=[O:13])([CH3:10])([CH3:9])[CH3:8], predict the reaction product. The product is: [OH:23][CH2:22][CH2:21][C:18]1[N:19]=[CH:20][C:15]([NH:14][C:12](=[O:13])[O:11][C:7]([CH3:9])([CH3:8])[CH3:10])=[CH:16][CH:17]=1.